Predict the reactants needed to synthesize the given product. From a dataset of Full USPTO retrosynthesis dataset with 1.9M reactions from patents (1976-2016). (1) The reactants are: [CH3:1][C:2]1[O:6][C:5]([C:7]2[CH:8]=[N:9][NH:10][C:11]=2[NH2:12])=[N:4][CH:3]=1.CC1C=CC(S(O)(=O)=O)=CC=1.[CH2:24]([N:26]1[C:34]2[C:29](=[CH:30][C:31]([C:35](=O)[CH2:36][C:37](OCC)=[O:38])=[CH:32][CH:33]=2)[C:28]([CH3:43])=[N:27]1)[CH3:25]. Given the product [CH2:24]([N:26]1[C:34]2[C:29](=[CH:30][C:31]([C:35]3[NH:12][C:11]4[N:10]([N:9]=[CH:8][C:7]=4[C:5]4[O:6][C:2]([CH3:1])=[CH:3][N:4]=4)[C:37](=[O:38])[CH:36]=3)=[CH:32][CH:33]=2)[C:28]([CH3:43])=[N:27]1)[CH3:25], predict the reactants needed to synthesize it. (2) Given the product [CH3:1][O:2][C:3]1[CH:4]=[CH:5][C:6]([C:9]2[CH:13]=[C:12]([NH:14][C:23]([C@@H:21]3[CH2:22][C@H:20]3[CH3:19])=[O:24])[S:11][N:10]=2)=[CH:7][CH:8]=1, predict the reactants needed to synthesize it. The reactants are: [CH3:1][O:2][C:3]1[CH:8]=[CH:7][C:6]([C:9]2[CH:13]=[C:12]([NH2:14])[S:11][N:10]=2)=[CH:5][CH:4]=1.C[Al](C)C.[CH3:19][C@@H:20]1[CH2:22][C@H:21]1[C:23](OCC1C=CC=CC=1)=[O:24].N#N.